This data is from Reaction yield outcomes from USPTO patents with 853,638 reactions. The task is: Predict the reaction yield, written as a fraction of the theoretical maximum amount of product (1.0 means a 100% yield; for example, 0.34 means a 34% yield). (1) The reactants are C(P1(=O)OP(CCC)(=O)OP(CCC)(=O)O1)CC.[C:19]([O:23][C:24]([N:26]1[CH2:35][CH2:34][C:33]2[C:28](=[CH:29][CH:30]=[C:31]([O:36][CH2:37][CH3:38])[CH:32]=2)[CH:27]1[C:39]([OH:41])=O)=[O:25])([CH3:22])([CH3:21])[CH3:20].[CH2:42]([O:44][CH2:45][C:46]([C:49]1[C:55]([F:56])=[CH:54][C:52]([NH2:53])=[CH:51][C:50]=1[F:57])([CH3:48])[CH3:47])[CH3:43].CCN(C(C)C)C(C)C. The catalyst is CN(C1C=CN=CC=1)C.C(OCC)(=O)C.O. The product is [CH2:37]([O:36][C:31]1[CH:32]=[C:33]2[C:28](=[CH:29][CH:30]=1)[CH:27]([C:39](=[O:41])[NH:53][C:52]1[CH:51]=[C:50]([F:57])[C:49]([C:46]([CH3:48])([CH3:47])[CH2:45][O:44][CH2:42][CH3:43])=[C:55]([F:56])[CH:54]=1)[N:26]([C:24]([O:23][C:19]([CH3:22])([CH3:21])[CH3:20])=[O:25])[CH2:35][CH2:34]2)[CH3:38]. The yield is 0.502. (2) The catalyst is C(#N)C. The reactants are C(O[CH:5]1[O:21][C@H:20]([CH2:22][O:23][CH2:24][C:25]2[CH:30]=[CH:29][CH:28]=[CH:27][CH:26]=2)[C@@:11]([CH:31]=[CH2:32])([O:12][CH2:13][C:14]2[CH:19]=[CH:18][CH:17]=[CH:16][CH:15]=2)[C@H:6]1[O:7][C:8](=[O:10])[CH3:9])(=O)C.[NH:33]1[CH:41]=[C:39]([CH3:40])[C:37](=[O:38])[NH:36][C:34]1=[O:35].C/C(/O[Si](C)(C)C)=N\[Si](C)(C)C.O([Si](C)(C)C)S(C(F)(F)F)(=O)=O. The product is [C:8]([O:7][C@@H:6]1[C@:11]([CH:31]=[CH2:32])([O:12][CH2:13][C:14]2[CH:19]=[CH:18][CH:17]=[CH:16][CH:15]=2)[C@@H:20]([CH2:22][O:23][CH2:24][C:25]2[CH:26]=[CH:27][CH:28]=[CH:29][CH:30]=2)[O:21][C@H:5]1[N:33]1[CH:41]=[C:39]([CH3:40])[C:37](=[O:38])[NH:36][C:34]1=[O:35])(=[O:10])[CH3:9]. The yield is 0.830. (3) The reactants are Cl.Cl.[NH2:3][CH:4]1[CH:9]2[CH2:10][CH2:11][N:6]([CH2:7][CH2:8]2)[CH2:5]1.[I:12][C:13]1[CH:21]=[CH:20][C:16]([C:17](Cl)=[O:18])=[CH:15][C:14]=1[N+:22]([O-:24])=[O:23].C(N(CC)CC)C. The catalyst is CN(C=O)C. The product is [N:6]12[CH2:11][CH2:10][CH:9]([CH2:8][CH2:7]1)[CH:4]([NH:3][C:17](=[O:18])[C:16]1[CH:20]=[CH:21][C:13]([I:12])=[C:14]([N+:22]([O-:24])=[O:23])[CH:15]=1)[CH2:5]2. The yield is 0.225. (4) The reactants are [NH2:1][C:2]1[C:3]([C:20]2[O:24][C:23]([C:25](OCC)=[O:26])=[N:22][N:21]=2)=[N:4][C:5]([C:8]2[CH:13]=[CH:12][C:11]([S:14]([CH:17]([CH3:19])[CH3:18])(=[O:16])=[O:15])=[CH:10][CH:9]=2)=[CH:6][N:7]=1.[NH2:30][CH:31]1[CH2:35][CH2:34][N:33](C(OC(C)(C)C)=O)[CH2:32]1. The catalyst is C(O)C. The product is [NH2:1][C:2]1[C:3]([C:20]2[O:24][C:23]([C:25]([NH:30][CH:31]3[CH2:35][CH2:34][NH:33][CH2:32]3)=[O:26])=[N:22][N:21]=2)=[N:4][C:5]([C:8]2[CH:13]=[CH:12][C:11]([S:14]([CH:17]([CH3:19])[CH3:18])(=[O:15])=[O:16])=[CH:10][CH:9]=2)=[CH:6][N:7]=1. The yield is 0.410. (5) The reactants are [Br-].[Br:2][CH2:3][P+](C1C=CC=CC=1)(C1C=CC=CC=1)C1C=CC=CC=1.CC(C)([O-])C.[K+].[CH3:29][C:30]1[C:31]([CH:40]=O)=[N:32][C:33]2[C:38]([CH:39]=1)=[CH:37][CH:36]=[CH:35][CH:34]=2. The catalyst is C1COCC1.C(OC(C)C)(C)C. The product is [Br:2]/[CH:3]=[CH:40]\[C:31]1[C:30]([CH3:29])=[CH:39][C:38]2[C:33](=[CH:34][CH:35]=[CH:36][CH:37]=2)[N:32]=1. The yield is 0.340. (6) The reactants are [C:1]([C:4]1[N:9]=[C:8](Cl)[N:7]=[C:6]([NH:11][C@@H:12]([CH3:17])[C:13]([O:15][CH3:16])=[O:14])[CH:5]=1)(=[O:3])[NH2:2].[F:18][C:19]1[CH:40]=[CH:39][C:22]([O:23][C:24]2[CH:29]=[CH:28][C:27](B3OC(C)(C)C(C)(C)O3)=[CH:26][CH:25]=2)=[CH:21][CH:20]=1.C([O-])([O-])=O.[Na+].[Na+]. The catalyst is O1CCOCC1.C1C=CC(P(C2C=CC=CC=2)[C-]2C=CC=C2)=CC=1.C1C=CC(P(C2C=CC=CC=2)[C-]2C=CC=C2)=CC=1.Cl[Pd]Cl.[Fe+2]. The product is [C:1]([C:4]1[N:9]=[C:8]([C:27]2[CH:26]=[CH:25][C:24]([O:23][C:22]3[CH:21]=[CH:20][C:19]([F:18])=[CH:40][CH:39]=3)=[CH:29][CH:28]=2)[N:7]=[C:6]([NH:11][C@@H:12]([CH3:17])[C:13]([O:15][CH3:16])=[O:14])[CH:5]=1)(=[O:3])[NH2:2]. The yield is 0.510. (7) The product is [NH2:3][C@H:4]1[C:13]2[C:8](=[CH:9][CH:10]=[C:11]([C:14]([O:16][CH3:17])=[O:15])[CH:12]=2)[O:7][C@@H:6]([C:18]2[CH:23]=[CH:22][CH:21]=[C:20]([O:24][CH3:25])[CH:19]=2)[CH2:5]1. The yield is 0.561. The catalyst is C(O)(=O)C.[Pt](=O)=O. The reactants are CO[N:3]=[C:4]1[C:13]2[C:8](=[CH:9][CH:10]=[C:11]([C:14]([O:16][CH3:17])=[O:15])[CH:12]=2)[O:7][C@@H:6]([C:18]2[CH:23]=[CH:22][CH:21]=[C:20]([O:24][CH3:25])[CH:19]=2)[CH2:5]1. (8) The reactants are [N:1]([C:4]1[CH:9]=[CH:8][C:7]([OH:10])=[C:6]([S:11]([N:14]2[CH2:19][CH2:18][CH:17]([N:20]3[CH2:25][CH2:24][CH:23]([CH3:26])[CH2:22][CH2:21]3)[CH2:16][CH2:15]2)(=[O:13])=[O:12])[CH:5]=1)=[N+:2]=[N-:3].[H-].[Na+].[CH2:29](Br)[C:30]#[CH:31]. The catalyst is CN(C=O)C. The product is [N:1]([C:4]1[CH:9]=[CH:8][C:7]([O:10][CH2:31][C:30]#[CH:29])=[C:6]([S:11]([N:14]2[CH2:19][CH2:18][CH:17]([N:20]3[CH2:25][CH2:24][CH:23]([CH3:26])[CH2:22][CH2:21]3)[CH2:16][CH2:15]2)(=[O:13])=[O:12])[CH:5]=1)=[N+:2]=[N-:3]. The yield is 0.340. (9) The reactants are [CH3:1][C:2]12[O:9][CH2:8][C:5]([CH2:10][OH:11])([CH2:6][O:7]1)[CH2:4][O:3]2.[H-].[Na+].Cl[C:15]1[CH:20]=[CH:19][N+:18]([O-:21])=[C:17]([CH3:22])[C:16]=1[CH3:23]. The catalyst is CS(C)=O. The product is [CH3:22][C:17]1[C:16]([CH3:23])=[C:15]([O:11][CH2:10][C:5]23[CH2:4][O:3][C:2]([CH3:1])([O:7][CH2:6]2)[O:9][CH2:8]3)[CH:20]=[CH:19][N+:18]=1[O-:21]. The yield is 0.810.